This data is from Full USPTO retrosynthesis dataset with 1.9M reactions from patents (1976-2016). The task is: Predict the reactants needed to synthesize the given product. (1) Given the product [C:30]1([NH:29][C:13]([C:7]2([C:1]3[CH:2]=[CH:3][CH:4]=[CH:5][CH:6]=3)[CH2:8][CH2:9][CH2:10][CH2:11][CH2:12]2)=[O:15])[C:39]2[C:34](=[CH:35][CH:36]=[CH:37][CH:38]=2)[CH:33]=[CH:32][N:31]=1, predict the reactants needed to synthesize it. The reactants are: [C:1]1([C:7]2([C:13]([OH:15])=O)[CH2:12][CH2:11][CH2:10][CH2:9][CH2:8]2)[CH:6]=[CH:5][CH:4]=[CH:3][CH:2]=1.C(Cl)(=O)C(Cl)=O.C(N(CC)CC)C.[NH2:29][C:30]1[C:39]2[C:34](=[CH:35][CH:36]=[CH:37][CH:38]=2)[CH:33]=[CH:32][N:31]=1. (2) Given the product [F:16][C:10]1[C:11]([N+:13]([O-:15])=[O:14])=[CH:12][C:7]([O:4][CH2:3][CH:2]([CH3:5])[CH3:1])=[CH:8][CH:9]=1.[F:17][C:18]1[CH:19]=[CH:20][C:21]([O:25][CH2:26][CH:27]([CH3:29])[CH3:28])=[C:22]([NH:23][C:3]([NH:30][C:31]2[S:32][CH:33]=[CH:34][N:35]=2)=[O:4])[CH:24]=1, predict the reactants needed to synthesize it. The reactants are: [CH3:1][CH:2]([CH3:5])[CH2:3][OH:4].F[C:7]1[CH:12]=[C:11]([N+:13]([O-:15])=[O:14])[C:10]([F:16])=[CH:9][CH:8]=1.[F:17][C:18]1[CH:19]=[CH:20][C:21]([O:25][CH2:26][CH:27]([CH3:29])[CH3:28])=[C:22]([CH:24]=1)[NH2:23].[NH2:30][C:31]1[S:32][CH:33]=[CH:34][N:35]=1. (3) Given the product [Cl:1][C:2]1[N:7]=[CH:6][C:5]([CH2:8][N:9]2[C:19](=[O:25])[C:20]([C:21]([O:23][CH3:24])=[O:22])=[C:15]([OH:17])[C:11]3[CH2:12][S:13][CH2:14][C:10]2=3)=[CH:4][CH:3]=1, predict the reactants needed to synthesize it. The reactants are: [Cl:1][C:2]1[N:7]=[CH:6][C:5]([CH2:8][N:9]([C:19](=[O:25])[CH2:20][C:21]([O:23][CH3:24])=[O:22])[C:10]2[CH2:14][S:13][CH2:12][C:11]=2[C:15]([O:17]C)=O)=[CH:4][CH:3]=1.C[O-].[Na+]. (4) Given the product [OH:1][CH:2]([C:11]1[CH:12]=[CH:13][C:14]([C:17]2[N:21]=[C:20]([C:22]3[O:26][N:25]=[C:24]([C:27]4[CH:28]=[CH:29][CH:30]=[CH:31][CH:32]=4)[C:23]=3[C:33]([F:34])([F:35])[F:36])[O:19][N:18]=2)=[CH:15][CH:16]=1)[C:3]([NH:5][CH2:6][CH2:7][C:75]([N:73]([CH3:74])[CH3:72])=[O:76])=[O:4], predict the reactants needed to synthesize it. The reactants are: [OH:1][CH:2]([C:11]1[CH:16]=[CH:15][C:14]([C:17]2[N:21]=[C:20]([C:22]3[O:26][N:25]=[C:24]([C:27]4[CH:32]=[CH:31][CH:30]=[CH:29][CH:28]=4)[C:23]=3[C:33]([F:36])([F:35])[F:34])[O:19][N:18]=2)=[CH:13][CH:12]=1)[C:3]([NH:5][CH2:6][CH2:7]C(O)=O)=[O:4].Cl.CNC.CN1CCOCC1.CN(C(ON1N=NC2C=CC=NC1=2)=[N+](C)C)C.F[P-](F)(F)(F)(F)F.[CH3:72][N:73]([CH:75]=[O:76])[CH3:74]. (5) Given the product [C:1]([O:5][C:6](=[O:7])[NH:8][C@@H:9]([CH2:28][C:29]1[CH:30]=[CH:31][CH:32]=[CH:33][CH:34]=1)[C@@H:10]([OH:27])[C@@H:11]([NH:15][CH2:16][C:17]1[CH:18]=[C:19]([O:25][CH3:26])[CH:20]=[C:21]([O:23][CH3:24])[CH:22]=1)[C:12](=[O:13])[NH:35][C@H:36]([C:37](=[O:38])[NH:39][CH2:40][C:41]1[CH:46]=[CH:45][C:44]([O:47][CH3:48])=[CH:43][C:42]=1[OH:49])[CH:50]([CH3:52])[CH3:51])([CH3:3])([CH3:2])[CH3:4], predict the reactants needed to synthesize it. The reactants are: [C:1]([O:5][C:6]([NH:8][C@@H:9]([CH2:28][C:29]1[CH:34]=[CH:33][CH:32]=[CH:31][CH:30]=1)[C@@H:10]([OH:27])[C@@H:11]([NH:15][CH2:16][C:17]1[CH:22]=[C:21]([O:23][CH3:24])[CH:20]=[C:19]([O:25][CH3:26])[CH:18]=1)[C:12](O)=[O:13])=[O:7])([CH3:4])([CH3:3])[CH3:2].[NH2:35][C@@H:36]([CH:50]([CH3:52])[CH3:51])[C:37]([NH:39][CH2:40][C:41]1[CH:46]=[CH:45][C:44]([O:47][CH3:48])=[CH:43][C:42]=1[OH:49])=[O:38]. (6) Given the product [C:19]([O:23][C:24]([NH:26][C@H:27]([CH2:32][C:33]1[CH:38]=[C:37]([F:39])[C:36]([F:40])=[CH:35][C:34]=1[F:41])[CH2:28][C:29]([N:11]1[CH2:10][CH2:9][N:8]2[N:12]=[C:13]([C:15]([F:16])([F:18])[F:17])[N:14]=[C:7]2[CH:6]1[CH2:5][CH:2]1[CH2:4][CH2:3]1)=[O:30])=[O:25])([CH3:22])([CH3:20])[CH3:21], predict the reactants needed to synthesize it. The reactants are: Cl.[CH:2]1([CH2:5][CH:6]2[NH:11][CH2:10][CH2:9][N:8]3[N:12]=[C:13]([C:15]([F:18])([F:17])[F:16])[N:14]=[C:7]23)[CH2:4][CH2:3]1.[C:19]([O:23][C:24]([NH:26][C@H:27]([CH2:32][C:33]1[CH:38]=[C:37]([F:39])[C:36]([F:40])=[CH:35][C:34]=1[F:41])[CH2:28][C:29](O)=[O:30])=[O:25])([CH3:22])([CH3:21])[CH3:20]. (7) Given the product [CH3:20][S:21]([O:10][CH2:9][C:5]1[CH:4]=[CH:3][C:2]([Br:1])=[C:7]([CH3:8])[N:6]=1)(=[O:23])=[O:22], predict the reactants needed to synthesize it. The reactants are: [Br:1][C:2]1[CH:3]=[CH:4][C:5]([CH2:9][OH:10])=[N:6][C:7]=1[CH3:8].CCN(C(C)C)C(C)C.[CH3:20][S:21](Cl)(=[O:23])=[O:22].O. (8) Given the product [Cl:15][C:16]1[CH:24]=[CH:23][CH:22]=[C:21]([C:25]([F:26])([F:27])[F:28])[C:17]=1[C:18]([N:4]1[C:5]2[C:10](=[CH:9][CH:8]=[C:7]([C:11]([O:13][CH3:14])=[O:12])[CH:6]=2)[C:2]([I:1])=[N:3]1)=[O:19], predict the reactants needed to synthesize it. The reactants are: [I:1][C:2]1[C:10]2[C:5](=[CH:6][C:7]([C:11]([O:13][CH3:14])=[O:12])=[CH:8][CH:9]=2)[NH:4][N:3]=1.[Cl:15][C:16]1[CH:24]=[CH:23][CH:22]=[C:21]([C:25]([F:28])([F:27])[F:26])[C:17]=1[C:18](Cl)=[O:19]. (9) Given the product [CH3:13][N:12]([CH2:11][C:3]1[N:2]([CH3:1])[C:10]2[C:5]([CH:4]=1)=[CH:6][CH:7]=[CH:8][CH:9]=2)[C:21](=[O:24])[CH:22]=[CH2:23], predict the reactants needed to synthesize it. The reactants are: [CH3:1][N:2]1[C:10]2[C:5](=[CH:6][CH:7]=[CH:8][CH:9]=2)[CH:4]=[C:3]1[CH2:11][NH:12][CH3:13].C(N(CC)CC)C.[C:21](Cl)(=[O:24])[CH:22]=[CH2:23].